Dataset: Forward reaction prediction with 1.9M reactions from USPTO patents (1976-2016). Task: Predict the product of the given reaction. (1) Given the reactants Cl[C:2]1[CH:7]=[C:6]([O:8][CH:9]([C:14]2[CH:19]=[CH:18][C:17]([F:20])=[C:16]([F:21])[CH:15]=2)[C:10]([F:13])([F:12])[F:11])[N:5]=[C:4]([NH2:22])[N:3]=1.[C:23]([O-:26])([O-])=[O:24].[Na+].[Na+].[CH3:29][C:30]#[N:31], predict the reaction product. The product is: [NH2:31][C@@H:30]([CH2:29][C:14]1[CH:19]=[CH:18][C:17]([C:2]2[CH:7]=[C:6]([O:8][CH:9]([C:14]3[CH:19]=[CH:18][C:17]([F:20])=[C:16]([F:21])[CH:15]=3)[C:10]([F:13])([F:12])[F:11])[N:5]=[C:4]([NH2:22])[N:3]=2)=[CH:16][CH:15]=1)[C:23]([OH:26])=[O:24]. (2) Given the reactants [F:1][C:2]1[CH:3]=[C:4]([CH:18]=[CH:19][C:20]=1[F:21])[C:5]([NH:7][C:8]1[CH:13]=[CH:12][C:11]([F:14])=[C:10]([N+:15]([O-])=O)[CH:9]=1)=[O:6].Cl.Cl[Sn]Cl.[OH-].[Na+], predict the reaction product. The product is: [NH2:15][C:10]1[CH:9]=[C:8]([NH:7][C:5](=[O:6])[C:4]2[CH:18]=[CH:19][C:20]([F:21])=[C:2]([F:1])[CH:3]=2)[CH:13]=[CH:12][C:11]=1[F:14]. (3) Given the reactants [CH:1]1([N:5]2[CH2:11][CH2:10][C:9]3[S:12][C:13]([CH:15]4[CH2:20][CH2:19][NH:18][CH2:17][CH2:16]4)=[N:14][C:8]=3[CH2:7][CH2:6]2)[CH2:4][CH2:3][CH2:2]1.[CH3:21][C:22]1[N:23]=[CH:24][C:25]([C:28](O)=[O:29])=[N:26][CH:27]=1, predict the reaction product. The product is: [CH:1]1([N:5]2[CH2:11][CH2:10][C:9]3[S:12][C:13]([CH:15]4[CH2:20][CH2:19][N:18]([C:28]([C:25]5[CH:24]=[N:23][C:22]([CH3:21])=[CH:27][N:26]=5)=[O:29])[CH2:17][CH2:16]4)=[N:14][C:8]=3[CH2:7][CH2:6]2)[CH2:2][CH2:3][CH2:4]1. (4) Given the reactants [CH2:1]([C:3]1[S:37][C:6]2[N:7]([CH2:22][C:23]3[CH:28]=[CH:27][C:26]([C:29]4[C:30]([C:35]#[N:36])=[CH:31][CH:32]=[CH:33][CH:34]=4)=[CH:25][CH:24]=3)[C:8](=[O:21])[N:9]([CH2:12][CH2:13][N:14]3[CH:18]=[CH:17][N:16]=[C:15]3[CH2:19][OH:20])[C:10](=[O:11])[C:5]=2[CH:4]=1)[CH3:2].[C:38]([Si:42](Cl)([CH3:44])[CH3:43])([CH3:41])([CH3:40])[CH3:39].C(N(CC)CC)C, predict the reaction product. The product is: [Si:42]([O:20][CH2:19][C:15]1[N:14]([CH2:13][CH2:12][N:9]2[C:10](=[O:11])[C:5]3[CH:4]=[C:3]([CH2:1][CH3:2])[S:37][C:6]=3[N:7]([CH2:22][C:23]3[CH:28]=[CH:27][C:26]([C:29]4[C:30]([C:35]#[N:36])=[CH:31][CH:32]=[CH:33][CH:34]=4)=[CH:25][CH:24]=3)[C:8]2=[O:21])[CH:18]=[CH:17][N:16]=1)([C:38]([CH3:41])([CH3:40])[CH3:39])([CH3:44])[CH3:43].